From a dataset of Full USPTO retrosynthesis dataset with 1.9M reactions from patents (1976-2016). Predict the reactants needed to synthesize the given product. (1) Given the product [N:1]1([C:9]2[CH:10]=[CH:11][C:12]([CH2:13][NH:14][C:18]([NH:17][C:20]3[CH:29]=[CH:28][CH:27]=[C:26]4[C:21]=3[CH:22]=[C:23]([CH3:30])[N:24]=[CH:25]4)=[O:19])=[CH:15][CH:16]=2)[CH2:2][CH2:3][CH2:4][CH2:5][CH2:6][CH2:7][CH2:8]1, predict the reactants needed to synthesize it. The reactants are: [N:1]1([C:9]2[CH:16]=[CH:15][C:12]([CH2:13][NH2:14])=[CH:11][CH:10]=2)[CH2:8][CH2:7][CH2:6][CH2:5][CH2:4][CH2:3][CH2:2]1.[N:17]([C:20]1[CH:29]=[CH:28][CH:27]=[C:26]2[C:21]=1[CH:22]=[C:23]([CH3:30])[N:24]=[CH:25]2)=[C:18]=[O:19].N(C1C=CC=C2C=1C=CN=C2)=C=O. (2) Given the product [F:31][C:32]([F:44])([F:43])[C:33]1[CH:42]=[C:41]2[C:10](=[CH:35][CH:34]=1)[CH2:11][N:12]([CH2:15][CH2:16][CH2:17][CH2:18][O:19][C:20]1[CH:29]=[CH:28][C:27]3[C:22](=[C:23]([OH:30])[CH:24]=[CH:25][CH:26]=3)[N:21]=1)[CH2:13][CH2:14]2, predict the reactants needed to synthesize it. The reactants are: ClC1C(Cl)=CC=CC=1N1[CH2:14][CH2:13][N:12]([CH2:15][CH2:16][CH2:17][CH2:18][O:19][C:20]2[CH:29]=[CH:28][C:27]3[C:22](=[C:23]([OH:30])[CH:24]=[CH:25][CH:26]=3)[N:21]=2)[CH2:11][CH2:10]1.[F:31][C:32]([F:44])([F:43])[C:33]1[CH:34]=[C:35]2C(=[CH:41][CH:42]=1)CNCC2.